This data is from Forward reaction prediction with 1.9M reactions from USPTO patents (1976-2016). The task is: Predict the product of the given reaction. (1) Given the reactants C(O[CH:4](OCC)[CH2:5][O:6][C:7]1[CH:12]=[CH:11][C:10]([C:13](=[O:15])[CH3:14])=[CH:9][CH:8]=1)C.O, predict the reaction product. The product is: [O:6]1[C:7]2[CH:12]=[CH:11][C:10]([C:13](=[O:15])[CH3:14])=[CH:9][C:8]=2[CH:4]=[CH:5]1. (2) Given the reactants [C:1]([C:4]1[CH:9]([C:10]2[CH:17]=[CH:16][C:13]([C:14]#[N:15])=[CH:12][CH:11]=2)[N:8]2[N:18]=[N:19][N:20]=[C:7]2[NH:6][C:5]=1[CH3:21])(=[O:3])[CH3:2].[F:22][C:23]([F:34])([F:33])[C:24]1[CH:25]=[C:26](B(O)O)[CH:27]=[CH:28][CH:29]=1.N1C=CC=CC=1.C(N(CC)CC)C, predict the reaction product. The product is: [C:1]([C:4]1[CH:9]([C:10]2[CH:17]=[CH:16][C:13]([C:14]#[N:15])=[CH:12][CH:11]=2)[N:8]2[N:18]=[N:19][N:20]=[C:7]2[N:6]([C:28]2[CH:27]=[CH:26][CH:25]=[C:24]([C:23]([F:34])([F:33])[F:22])[CH:29]=2)[C:5]=1[CH3:21])(=[O:3])[CH3:2]. (3) Given the reactants [C:1]1([C:7]([S:20][CH2:21][CH2:22][NH2:23])([C:14]2[CH:19]=[CH:18][CH:17]=[CH:16][CH:15]=2)[C:8]2[CH:13]=[CH:12][CH:11]=[CH:10][CH:9]=2)[CH:6]=[CH:5][CH:4]=[CH:3][CH:2]=1.C(N(CC)CC)C.[C:31]1(=[S:38])[O:37][C:35](=[O:36])[CH2:34][O:33][CH2:32]1.C(O)(=O)CC(CC(O)=O)(C(O)=O)O, predict the reaction product. The product is: [C:1]1([C:7]([S:20][CH2:21][CH2:22][NH:23][C:31](=[S:38])[CH2:32][O:33][CH2:34][C:35]([OH:37])=[O:36])([C:8]2[CH:13]=[CH:12][CH:11]=[CH:10][CH:9]=2)[C:14]2[CH:19]=[CH:18][CH:17]=[CH:16][CH:15]=2)[CH:2]=[CH:3][CH:4]=[CH:5][CH:6]=1. (4) The product is: [F:8][C:9]1[CH:14]=[CH:13][C:12]([F:15])=[CH:11][C:10]=1[C@:16]([OH:17])([C@H:19]([OH:21])[CH3:20])[CH2:18][N:1]1[CH:5]=[N:4][CH:3]=[N:2]1. Given the reactants [NH:1]1[CH:5]=[N:4][CH:3]=[N:2]1.[H-].[Na+].[F:8][C:9]1[CH:14]=[CH:13][C:12]([F:15])=[CH:11][C:10]=1[C@@:16]1([C@@H:19]([OH:21])[CH3:20])[CH2:18][O:17]1, predict the reaction product. (5) Given the reactants [C:1]([O:5][C:6]([N:8]1[CH2:13][CH2:12][C:11](=[CH:14][C:15](Cl)=[O:16])[CH2:10][CH2:9]1)=[O:7])([CH3:4])([CH3:3])[CH3:2].O[N:19]=[C:20]([NH2:27])[C:21]1[CH:26]=[CH:25][CH:24]=[CH:23][CH:22]=1.O, predict the reaction product. The product is: [C:1]([O:5][C:6]([N:8]1[CH2:13][CH2:12][C:11](=[CH:14][C:15]2[O:16][N:27]=[C:20]([C:21]3[CH:26]=[CH:25][CH:24]=[CH:23][CH:22]=3)[N:19]=2)[CH2:10][CH2:9]1)=[O:7])([CH3:4])([CH3:3])[CH3:2]. (6) Given the reactants [ClH:1].C(OC(=O)[NH:8][C@H:9]([C:11]1[CH:16]=[CH:15][C:14]([CH:17]2[CH2:22][CH2:21][N:20]([C:23]3[CH:28]=[CH:27][C:26]([O:29][CH2:30][CH3:31])=[CH:25][CH:24]=3)[CH2:19][CH2:18]2)=[CH:13][CH:12]=1)[CH3:10])(C)(C)C, predict the reaction product. The product is: [ClH:1].[ClH:1].[CH2:30]([O:29][C:26]1[CH:25]=[CH:24][C:23]([N:20]2[CH2:19][CH2:18][CH:17]([C:14]3[CH:13]=[CH:12][C:11]([C@@H:9]([NH2:8])[CH3:10])=[CH:16][CH:15]=3)[CH2:22][CH2:21]2)=[CH:28][CH:27]=1)[CH3:31].